This data is from Peptide-MHC class I binding affinity with 185,985 pairs from IEDB/IMGT. The task is: Regression. Given a peptide amino acid sequence and an MHC pseudo amino acid sequence, predict their binding affinity value. This is MHC class I binding data. (1) The peptide sequence is RSYMSFWCK. The MHC is HLA-B48:01 with pseudo-sequence HLA-B48:01. The binding affinity (normalized) is 0.0847. (2) The peptide sequence is KGICSCGAF. The MHC is HLA-A24:02 with pseudo-sequence HLA-A24:02. The binding affinity (normalized) is 0.0174. (3) The peptide sequence is DTSNPKTPKY. The MHC is HLA-A26:01 with pseudo-sequence HLA-A26:01. The binding affinity (normalized) is 0.340. (4) The binding affinity (normalized) is 0.0847. The MHC is HLA-B27:05 with pseudo-sequence HLA-B27:05. The peptide sequence is YMHGSIHEV. (5) The MHC is HLA-A30:02 with pseudo-sequence HLA-A30:02. The binding affinity (normalized) is 0.665. The peptide sequence is GVPLLALGCY. (6) The peptide sequence is TASLVMLLV. The MHC is HLA-A68:02 with pseudo-sequence HLA-A68:02. The binding affinity (normalized) is 0.592. (7) The peptide sequence is MSRDWFMLM. The MHC is SLA-10701 with pseudo-sequence SLA-10701. The binding affinity (normalized) is 0.205. (8) The peptide sequence is TILDDNLYKV. The MHC is HLA-A68:02 with pseudo-sequence HLA-A68:02. The binding affinity (normalized) is 0.329. (9) The peptide sequence is FATPAFFLI. The MHC is HLA-B18:01 with pseudo-sequence HLA-B18:01. The binding affinity (normalized) is 0.0847. (10) The peptide sequence is KSQLVWMACH. The MHC is HLA-A31:01 with pseudo-sequence HLA-A31:01. The binding affinity (normalized) is 0.520.